From a dataset of NCI-60 drug combinations with 297,098 pairs across 59 cell lines. Regression. Given two drug SMILES strings and cell line genomic features, predict the synergy score measuring deviation from expected non-interaction effect. (1) Drug 1: CC1=C2C(C(=O)C3(C(CC4C(C3C(C(C2(C)C)(CC1OC(=O)C(C(C5=CC=CC=C5)NC(=O)OC(C)(C)C)O)O)OC(=O)C6=CC=CC=C6)(CO4)OC(=O)C)OC)C)OC. Drug 2: C1CC(C1)(C(=O)O)C(=O)O.[NH2-].[NH2-].[Pt+2]. Cell line: DU-145. Synergy scores: CSS=77.1, Synergy_ZIP=7.19, Synergy_Bliss=6.48, Synergy_Loewe=-2.52, Synergy_HSA=9.22. (2) Drug 1: CC1=C(C=C(C=C1)NC(=O)C2=CC=C(C=C2)CN3CCN(CC3)C)NC4=NC=CC(=N4)C5=CN=CC=C5. Drug 2: C#CCC(CC1=CN=C2C(=N1)C(=NC(=N2)N)N)C3=CC=C(C=C3)C(=O)NC(CCC(=O)O)C(=O)O. Cell line: A549. Synergy scores: CSS=37.8, Synergy_ZIP=3.65, Synergy_Bliss=0.464, Synergy_Loewe=-10.8, Synergy_HSA=-0.903. (3) Drug 1: CN(CCCl)CCCl.Cl. Drug 2: CCN(CC)CCCC(C)NC1=C2C=C(C=CC2=NC3=C1C=CC(=C3)Cl)OC. Cell line: RPMI-8226. Synergy scores: CSS=43.8, Synergy_ZIP=-4.82, Synergy_Bliss=-0.315, Synergy_Loewe=-3.68, Synergy_HSA=0.940. (4) Drug 1: C1=CN(C(=O)N=C1N)C2C(C(C(O2)CO)O)O.Cl. Drug 2: CC1CCC2CC(C(=CC=CC=CC(CC(C(=O)C(C(C(=CC(C(=O)CC(OC(=O)C3CCCCN3C(=O)C(=O)C1(O2)O)C(C)CC4CCC(C(C4)OC)O)C)C)O)OC)C)C)C)OC. Cell line: CAKI-1. Synergy scores: CSS=12.3, Synergy_ZIP=-3.64, Synergy_Bliss=-2.14, Synergy_Loewe=-48.5, Synergy_HSA=-9.27. (5) Drug 1: C1CC(=O)NC(=O)C1N2C(=O)C3=CC=CC=C3C2=O. Drug 2: CC1=C(C(=O)C2=C(C1=O)N3CC4C(C3(C2COC(=O)N)OC)N4)N. Cell line: OVCAR3. Synergy scores: CSS=15.0, Synergy_ZIP=-2.34, Synergy_Bliss=3.84, Synergy_Loewe=-12.1, Synergy_HSA=0.476. (6) Drug 1: CC(C1=C(C=CC(=C1Cl)F)Cl)OC2=C(N=CC(=C2)C3=CN(N=C3)C4CCNCC4)N. Drug 2: CC1=CC2C(CCC3(C2CCC3(C(=O)C)OC(=O)C)C)C4(C1=CC(=O)CC4)C. Cell line: BT-549. Synergy scores: CSS=-6.90, Synergy_ZIP=2.99, Synergy_Bliss=2.68, Synergy_Loewe=-2.28, Synergy_HSA=-1.88. (7) Drug 1: CS(=O)(=O)CCNCC1=CC=C(O1)C2=CC3=C(C=C2)N=CN=C3NC4=CC(=C(C=C4)OCC5=CC(=CC=C5)F)Cl. Drug 2: CS(=O)(=O)OCCCCOS(=O)(=O)C. Cell line: SK-MEL-5. Synergy scores: CSS=3.95, Synergy_ZIP=-1.52, Synergy_Bliss=0.387, Synergy_Loewe=-0.468, Synergy_HSA=-0.614. (8) Drug 2: C1CCC(C(C1)N)N.C(=O)(C(=O)[O-])[O-].[Pt+4]. Drug 1: CC1=C2C(C(=O)C3(C(CC4C(C3C(C(C2(C)C)(CC1OC(=O)C(C(C5=CC=CC=C5)NC(=O)C6=CC=CC=C6)O)O)OC(=O)C7=CC=CC=C7)(CO4)OC(=O)C)O)C)OC(=O)C. Synergy scores: CSS=40.8, Synergy_ZIP=0.525, Synergy_Bliss=4.06, Synergy_Loewe=-8.65, Synergy_HSA=7.59. Cell line: PC-3.